Dataset: Forward reaction prediction with 1.9M reactions from USPTO patents (1976-2016). Task: Predict the product of the given reaction. (1) Given the reactants Cl[C:2]1[C:7]([NH2:8])=[C:6]([Cl:9])[N:5]=[C:4]([NH2:10])[N:3]=1.[CH2:11]([CH2:13][NH2:14])[OH:12], predict the reaction product. The product is: [NH2:10][C:4]1[N:3]=[C:2]([NH:14][CH2:13][CH2:11][OH:12])[C:7]([NH2:8])=[C:6]([Cl:9])[N:5]=1. (2) Given the reactants [CH2:1]([NH:8][C:9](=[O:16])[NH:10][O:11][CH2:12][C:13]([OH:15])=O)[C:2]1[CH:7]=[CH:6][CH:5]=[CH:4][CH:3]=1.[NH2:17][C@@H:18]([CH3:42])[C:19]([N:21]([C@@H:33]([CH3:41])[CH:34]([O:38][CH2:39][CH3:40])[O:35][CH2:36][CH3:37])[CH2:22][C:23]1[CH:24]=[CH:25][CH:26]=[C:27]2[C:32]=1[N:31]=[CH:30][CH:29]=[CH:28]2)=[O:20], predict the reaction product. The product is: [CH2:1]([NH:8][C:9]([NH:10][O:11][CH2:12][C:13]([NH:17][C@@H:18]([CH3:42])[C:19]([N:21]([C@@H:33]([CH3:41])[CH:34]([O:38][CH2:39][CH3:40])[O:35][CH2:36][CH3:37])[CH2:22][C:23]1[CH:24]=[CH:25][CH:26]=[C:27]2[C:32]=1[N:31]=[CH:30][CH:29]=[CH:28]2)=[O:20])=[O:15])=[O:16])[C:2]1[CH:3]=[CH:4][CH:5]=[CH:6][CH:7]=1. (3) Given the reactants [CH3:1][C:2]1[CH:7]=[C:6]([C:8]([C:10]([F:13])([F:12])[F:11])=[CH2:9])[CH:5]=[C:4]([CH3:14])[C:3]=1[NH2:15].[CH3:16][C:17]1[CH:34]=[CH:33][CH:32]=[CH:31][C:18]=1[C:19]([NH:21][C:22]1[CH:23]=[C:24]([CH:28]=[CH:29][CH:30]=1)[C:25](O)=[O:26])=[O:20].O=C1N([ClH]P([ClH]N2CCOC2=O)=O)CCO1.C(N(CC)C(C)C)(C)C, predict the reaction product. The product is: [CH3:1][C:2]1[CH:7]=[C:6]([C:8]([C:10]([F:13])([F:11])[F:12])=[CH2:9])[CH:5]=[C:4]([CH3:14])[C:3]=1[NH:15][C:25]([C:24]1[CH:23]=[C:22]([NH:21][C:19](=[O:20])[C:18]2[CH:31]=[CH:32][CH:33]=[CH:34][C:17]=2[CH3:16])[CH:30]=[CH:29][CH:28]=1)=[O:26]. (4) Given the reactants [NH2:1][CH2:2][CH2:3][S:4][S:5][CH2:6][CH2:7][NH:8][C:9](=[O:15])[O:10][C:11]([CH3:14])([CH3:13])[CH3:12].[CH3:16][C:17]1[CH:18]=[N:19][C:20]([C:24](O)=[O:25])=[CH:21][N+:22]=1[O-:23].CN(C(ON1N=NC2C=CC=NC1=2)=[N+](C)C)C.F[P-](F)(F)(F)(F)F.CCN(C(C)C)C(C)C, predict the reaction product. The product is: [C:11]([O:10][C:9]([NH:8][CH2:7][CH2:6][S:5][S:4][CH2:3][CH2:2][NH:1][C:24]([C:20]1[N:19]=[CH:18][C:17]([CH3:16])=[N+:22]([O-:23])[CH:21]=1)=[O:25])=[O:15])([CH3:12])([CH3:14])[CH3:13]. (5) Given the reactants [F:1][C:2]1[CH:3]=[C:4]([CH2:9][C:10]([C:12]2[CH:17]=[C:16]([F:18])[C:15]([F:19])=[C:14]([F:20])[CH:13]=2)=[O:11])[CH:5]=[C:6]([F:8])[CH:7]=1.C1C(=O)N(Br)C(=[O:24])C1, predict the reaction product. The product is: [F:1][C:2]1[CH:3]=[C:4]([C:9](=[O:24])[C:10]([C:12]2[CH:17]=[C:16]([F:18])[C:15]([F:19])=[C:14]([F:20])[CH:13]=2)=[O:11])[CH:5]=[C:6]([F:8])[CH:7]=1. (6) Given the reactants CN(C(ON1N=NC2C=CC=NC1=2)=[N+](C)C)C.F[P-](F)(F)(F)(F)F.[NH2:25][C:26]1[CH:34]=[C:33]([Cl:35])[CH:32]=[CH:31][C:27]=1[C:28]([OH:30])=O.Cl.[NH2:37][C@@H:38]([CH:46]1[CH2:51][CH2:50][CH2:49][CH2:48][CH2:47]1)[C:39]([O:41][C:42]([CH3:45])([CH3:44])[CH3:43])=[O:40].C(N(C(C)C)CC)(C)C, predict the reaction product. The product is: [NH2:25][C:26]1[CH:34]=[C:33]([Cl:35])[CH:32]=[CH:31][C:27]=1[C:28]([NH:37][C@@H:38]([CH:46]1[CH2:47][CH2:48][CH2:49][CH2:50][CH2:51]1)[C:39]([O:41][C:42]([CH3:45])([CH3:44])[CH3:43])=[O:40])=[O:30]. (7) Given the reactants [CH2:1]([C:3]1[S:44][C:6]2[N:7]([CH2:24][C:25]3[CH:30]=[CH:29][C:28]([C:31]4[CH:36]=[CH:35][CH:34]=[CH:33][C:32]=4[C:37]4[NH:41][C:40](=[O:42])[O:39][N:38]=4)=[CH:27][C:26]=3[F:43])[C:8](=[O:23])[N:9]([CH2:12][CH:13]([OH:22])[C:14]3[CH:19]=[CH:18][C:17]([O:20][CH3:21])=[CH:16][CH:15]=3)[C:10](=[O:11])[C:5]=2[CH:4]=1)[CH3:2].[C:45](OC(=O)C)(=[O:47])[CH3:46].C(N(CC)CC)C, predict the reaction product. The product is: [C:45]([O:22][CH:13]([C:14]1[CH:19]=[CH:18][C:17]([O:20][CH3:21])=[CH:16][CH:15]=1)[CH2:12][N:9]1[C:10](=[O:11])[C:5]2[CH:4]=[C:3]([CH2:1][CH3:2])[S:44][C:6]=2[N:7]([CH2:24][C:25]2[CH:30]=[CH:29][C:28]([C:31]3[CH:36]=[CH:35][CH:34]=[CH:33][C:32]=3[C:37]3[NH:41][C:40](=[O:42])[O:39][N:38]=3)=[CH:27][C:26]=2[F:43])[C:8]1=[O:23])(=[O:47])[CH3:46].